This data is from Full USPTO retrosynthesis dataset with 1.9M reactions from patents (1976-2016). The task is: Predict the reactants needed to synthesize the given product. (1) The reactants are: C(OC([NH:11][C@@H:12]([CH2:29][C:30]1[CH:35]=[CH:34][C:33]([C:36]2[N:41]=[CH:40][C:39]([C:42]3[CH:47]=[CH:46][C:45]([O:48][CH2:49][CH2:50][CH2:51][CH2:52][CH2:53][CH2:54][CH3:55])=[CH:44][CH:43]=3)=[CH:38][N:37]=2)=[CH:32][CH:31]=1)[C:13]([NH:15][CH:16]([CH:21]([OH:28])[C:22]1[CH:27]=[CH:26][CH:25]=[CH:24][CH:23]=1)[C:17]([O:19][CH3:20])=[O:18])=[O:14])=O)C1C=CC=CC=1. Given the product [NH2:11][C@@H:12]([CH2:29][C:30]1[CH:35]=[CH:34][C:33]([C:36]2[N:41]=[CH:40][C:39]([C:42]3[CH:43]=[CH:44][C:45]([O:48][CH2:49][CH2:50][CH2:51][CH2:52][CH2:53][CH2:54][CH3:55])=[CH:46][CH:47]=3)=[CH:38][N:37]=2)=[CH:32][CH:31]=1)[C:13]([NH:15][CH:16]([CH:21]([OH:28])[C:22]1[CH:23]=[CH:24][CH:25]=[CH:26][CH:27]=1)[C:17]([O:19][CH3:20])=[O:18])=[O:14], predict the reactants needed to synthesize it. (2) Given the product [CH3:20][N:11]1[CH2:10][CH2:9][C:14](=[O:16])[CH2:13][C:12]1=[O:19], predict the reactants needed to synthesize it. The reactants are: CC[O-].[Na+].C(OC(=O)[CH2:9][CH2:10][N:11]([CH3:20])[C:12](=[O:19])[CH2:13][C:14]([O:16]CC)=O)C.COC(C)(C)C. (3) Given the product [Br:21][C:22]1[CH:27]=[C:26]([C:2]2[N:7]=[C:6]([CH:8]([F:10])[F:9])[CH:5]=[C:4]([C:11]3[CH:12]=[N:13][C:14]([C:17]([F:20])([F:19])[F:18])=[CH:15][CH:16]=3)[N:3]=2)[CH:25]=[CH:24][CH:23]=1, predict the reactants needed to synthesize it. The reactants are: Cl[C:2]1[N:7]=[C:6]([CH:8]([F:10])[F:9])[CH:5]=[C:4]([C:11]2[CH:12]=[N:13][C:14]([C:17]([F:20])([F:19])[F:18])=[CH:15][CH:16]=2)[N:3]=1.[Br:21][C:22]1[CH:23]=[C:24](B(O)O)[CH:25]=[CH:26][CH:27]=1. (4) Given the product [NH2:23][C:5]1[CH:4]=[C:3]([O:2][CH3:1])[CH:8]=[CH:7][C:6]=1[S:9]([NH:12][C:13]1[CH:14]=[CH:15][CH:16]=[C:17]2[C:22]=1[N:21]=[CH:20][CH:19]=[CH:18]2)(=[O:11])=[O:10], predict the reactants needed to synthesize it. The reactants are: [CH3:1][O:2][C:3]1[CH:8]=[CH:7][C:6]([S:9]([NH:12][C:13]2[CH:14]=[CH:15][CH:16]=[C:17]3[C:22]=2[N:21]=[CH:20][CH:19]=[CH:18]3)(=[O:11])=[O:10])=[C:5]([N+:23]([O-])=O)[CH:4]=1.[Sn](Cl)Cl. (5) Given the product [CH2:1]([C:4]1[C:11]([O:12][CH3:13])=[CH:10][C:7]([CH2:8][O:9][Si:22]([C:25]([CH3:28])([CH3:27])[CH3:26])([CH3:24])[CH3:23])=[C:6]([N+:14]([O-:16])=[O:15])[CH:5]=1)[CH:2]=[CH2:3], predict the reactants needed to synthesize it. The reactants are: [CH2:1]([C:4]1[C:11]([O:12][CH3:13])=[CH:10][C:7]([CH2:8][OH:9])=[C:6]([N+:14]([O-:16])=[O:15])[CH:5]=1)[CH:2]=[CH2:3].N1C=CN=C1.[Si:22](Cl)([C:25]([CH3:28])([CH3:27])[CH3:26])([CH3:24])[CH3:23]. (6) The reactants are: [NH2:1][C:2]1[C:7]([NH2:8])=[C:6]([C:9]2[CH:16]=[CH:15][C:12]([C:13]#[N:14])=[CH:11][CH:10]=2)[CH:5]=[CH:4][N:3]=1.[NH2:17][C:18]1[CH:26]=[CH:25][C:21]([C:22](O)=O)=[CH:20][N:19]=1. Given the product [NH2:17][C:18]1[N:19]=[CH:20][C:21]([C:22]2[NH:1][C:2]3=[N:3][CH:4]=[CH:5][C:6]([C:9]4[CH:16]=[CH:15][C:12]([C:13]#[N:14])=[CH:11][CH:10]=4)=[C:7]3[N:8]=2)=[CH:25][CH:26]=1, predict the reactants needed to synthesize it. (7) Given the product [CH3:19][O:20][C:21](=[O:27])[CH2:22][O:23][CH2:24][CH2:25][O:10][C:7]1[CH:8]=[CH:9][C:4]([N+:1]([O-:3])=[O:2])=[CH:5][CH:6]=1, predict the reactants needed to synthesize it. The reactants are: [N+:1]([C:4]1[CH:9]=[CH:8][C:7]([OH:10])=[CH:6][CH:5]=1)([O-:3])=[O:2].C([O-])([O-])=O.[K+].[K+].[I-].[Na+].[CH3:19][O:20][C:21](=[O:27])[CH2:22][O:23][CH2:24][CH2:25]Br. (8) Given the product [Cl:40][C:31]1[C:30]([NH:29][S:18]([C:21]2[C:26]([F:27])=[CH:25][CH:24]=[CH:23][C:22]=2[F:28])(=[O:20])=[O:19])=[CH:39][CH:38]=[CH:37][C:32]=1[C:33]([O:35][CH3:36])=[O:34], predict the reactants needed to synthesize it. The reactants are: ClC1N=C(/C=C(/C2C=C(N[S:18]([C:21]3[C:26]([F:27])=[CH:25][CH:24]=[CH:23][C:22]=3[F:28])(=[O:20])=[O:19])C=CC=2)\O)C=CN=1.[NH2:29][C:30]1[C:31]([Cl:40])=[C:32]([CH:37]=[CH:38][CH:39]=1)[C:33]([O:35][CH3:36])=[O:34].N1C=CC=CC=1.FC1C=CC=C(F)C=1S(Cl)(=O)=O.